From a dataset of Full USPTO retrosynthesis dataset with 1.9M reactions from patents (1976-2016). Predict the reactants needed to synthesize the given product. (1) Given the product [CH2:1]([C:8]1[CH:9]=[C:10]([C:20]([C:22]2[C:31]([OH:32])=[C:30]3[C:25]([CH:26]=[CH:27][CH:28]=[N:29]3)=[C:24]([Cl:39])[CH:23]=2)=[O:21])[CH:11]=[C:12]([CH2:14][N:15]2[CH:19]=[N:18][CH:17]=[N:16]2)[CH:13]=1)[C:2]1[CH:7]=[CH:6][CH:5]=[CH:4][CH:3]=1, predict the reactants needed to synthesize it. The reactants are: [CH2:1]([C:8]1[CH:9]=[C:10]([C:20]([C:22]2[C:31]([O:32]COCCOC)=[C:30]3[C:25]([CH:26]=[CH:27][CH:28]=[N:29]3)=[C:24]([Cl:39])[CH:23]=2)=[O:21])[CH:11]=[C:12]([CH2:14][N:15]2[CH:19]=[N:18][CH:17]=[N:16]2)[CH:13]=1)[C:2]1[CH:7]=[CH:6][CH:5]=[CH:4][CH:3]=1.FC(F)(F)C(O)=O. (2) Given the product [Cl:13][CH2:14][CH2:15][CH2:16][CH2:17][CH2:18][CH2:19][C:2]1[CH:11]=[C:10]2[C:5]([CH:6]=[CH:7][C:8](=[O:12])[O:9]2)=[CH:4][CH:3]=1, predict the reactants needed to synthesize it. The reactants are: O[C:2]1[CH:11]=[C:10]2[C:5]([CH:6]=[CH:7][C:8](=[O:12])[O:9]2)=[CH:4][CH:3]=1.[Cl:13][CH2:14][CH2:15][CH2:16][CH2:17][CH2:18][CH2:19]O.C1(P(C2C=CC=CC=2)C2C=CC=CC=2)C=CC=CC=1.C(OC(N=NC(OCC)=O)=O)C. (3) Given the product [N+:1]([C:4]1[CH:5]=[CH:6][C:7]([O:10][C:11]2[CH:12]=[C:13]3[C:17](=[CH:18][CH:19]=2)[N:16]([C:22]2[CH:21]=[N:20][CH:25]=[CH:24][CH:23]=2)[N:15]=[CH:14]3)=[N:8][CH:9]=1)([O-:3])=[O:2], predict the reactants needed to synthesize it. The reactants are: [N+:1]([C:4]1[CH:5]=[CH:6][C:7]([O:10][C:11]2[CH:12]=[C:13]3[C:17](=[CH:18][CH:19]=2)[NH:16][N:15]=[CH:14]3)=[N:8][CH:9]=1)([O-:3])=[O:2].[N:20]1[CH:25]=[CH:24][CH:23]=[C:22](B(O)O)[CH:21]=1.C(N(CC)CC)C. (4) Given the product [F:39][C:22]([F:21])([S:35]([O-:38])(=[O:37])=[O:36])[CH2:23][O:24][S:25]([C:28]1[CH:29]=[CH:30][C:31]([CH3:32])=[CH:33][CH:34]=1)(=[O:27])=[O:26].[C:15]1([S+:8]([C:2]2[CH:3]=[CH:4][CH:5]=[CH:6][CH:7]=2)[C:9]2[CH:14]=[CH:13][CH:12]=[CH:11][CH:10]=2)[CH:16]=[CH:17][CH:18]=[CH:19][CH:20]=1, predict the reactants needed to synthesize it. The reactants are: [Cl-].[C:2]1([S+:8]([C:15]2[CH:20]=[CH:19][CH:18]=[CH:17][CH:16]=2)[C:9]2[CH:14]=[CH:13][CH:12]=[CH:11][CH:10]=2)[CH:7]=[CH:6][CH:5]=[CH:4][CH:3]=1.[F:21][C:22]([F:39])([S:35]([O-:38])(=[O:37])=[O:36])[CH2:23][O:24][S:25]([C:28]1[CH:34]=[CH:33][C:31]([CH3:32])=[CH:30][CH:29]=1)(=[O:27])=[O:26].[Na+]. (5) Given the product [C:23]([O:27][C:21](=[O:35])[NH:18][C:3]1[C:7]([F:15])=[C:8]([O:13][CH3:14])[CH:9]=[C:10]([O:11][CH3:12])[C:2]=1[F:1])([CH3:26])([CH3:25])[CH3:24], predict the reactants needed to synthesize it. The reactants are: [F:1][C:2]1[C:10]([O:11][CH3:12])=[CH:9][C:8]([O:13][CH3:14])=[C:7]([F:15])[C:3]=1C(O)=O.C([N:18]([CH2:21]C)CC)C.[C:23]([OH:27])([CH3:26])([CH3:25])[CH3:24].C1(P(N=[N+]=[N-])(C2C=CC=CC=2)=[O:35])C=CC=CC=1. (6) Given the product [OH:1][C:2]1[C:10]([O:11][CH3:12])=[CH:9][C:5]([C:6]([Cl:18])=[O:7])=[CH:4][C:3]=1[N+:13]([O-:15])=[O:14], predict the reactants needed to synthesize it. The reactants are: [OH:1][C:2]1[C:10]([O:11][CH3:12])=[CH:9][C:5]([C:6](O)=[O:7])=[CH:4][C:3]=1[N+:13]([O-:15])=[O:14].S(Cl)([Cl:18])=O.CN(C=O)C. (7) Given the product [N:7]1[CH:10]=[CH:11][C:12]([C:14]2[CH:15]=[C:16]([CH:21]=[CH:22][CH:23]=2)[C:17]([O:19][CH3:20])=[O:18])=[N:6][CH:5]=1, predict the reactants needed to synthesize it. The reactants are: C(O)(=O)C.[CH:5](=[NH:7])[NH2:6].CN(C)[CH:10]=[CH:11][C:12]([C:14]1[CH:15]=[C:16]([CH:21]=[CH:22][CH:23]=1)[C:17]([O:19][CH3:20])=[O:18])=O.C(O)(=O)C.CNC. (8) Given the product [CH2:19]([O:11][C:10]1[CH:9]=[C:5]([CH:4]=[C:3]([O:31][CH2:30][C:2]2[CH:10]=[CH:9][CH:5]=[CH:4][CH:3]=2)[C:2]=1[Br:1])[C:6]([O:8][CH2:19][C:20]1[CH:25]=[CH:24][CH:23]=[CH:22][CH:21]=1)=[O:7])[C:20]1[CH:25]=[CH:24][CH:23]=[CH:22][CH:21]=1, predict the reactants needed to synthesize it. The reactants are: [Br:1][C:2]1[C:10]([OH:11])=[CH:9][C:5]([C:6]([OH:8])=[O:7])=[CH:4][C:3]=1O.C([O-])([O-])=O.[K+].[K+].[CH2:19](Br)[C:20]1[CH:25]=[CH:24][CH:23]=[CH:22][CH:21]=1.CN([CH:30]=[O:31])C.